Dataset: Catalyst prediction with 721,799 reactions and 888 catalyst types from USPTO. Task: Predict which catalyst facilitates the given reaction. (1) Reactant: [CH3:1][O:2][C:3]1[CH:8]=[CH:7][C:6]([C:9]([F:12])([F:11])[F:10])=[CH:5][C:4]=1[N:13]=[C:14]=[O:15].[Br:16][C:17]1[CH:23]=[CH:22][CH:21]=[C:20]([F:24])[C:18]=1[NH2:19]. Product: [Br:16][C:17]1[CH:23]=[CH:22][CH:21]=[C:20]([F:24])[C:18]=1[NH:19][C:14]([NH:13][C:4]1[CH:5]=[C:6]([C:9]([F:12])([F:11])[F:10])[CH:7]=[CH:8][C:3]=1[O:2][CH3:1])=[O:15]. The catalyst class is: 10. (2) Reactant: [N:1]([CH:4]1[CH2:10][CH2:9][CH:8]([C:11]2[N:15]([CH3:16])[N:14]=[CH:13][C:12]=2[N+:17]([O-:19])=[O:18])[O:7][CH2:6][CH:5]1[OH:20])=[N+:2]=[N-:3].[H-].[Na+].[CH3:23]I. Product: [N:1]([CH:4]1[CH:5]([O:20][CH3:23])[CH2:6][O:7][CH:8]([C:11]2[N:15]([CH3:16])[N:14]=[CH:13][C:12]=2[N+:17]([O-:19])=[O:18])[CH2:9][CH2:10]1)=[N+:2]=[N-:3]. The catalyst class is: 3. (3) Reactant: [NH2:1][CH:2]1[C:14](=[O:15])[N:4]2[C:5]([C:11]([OH:13])=[O:12])=[C:6]([CH:9]=[CH2:10])[CH2:7][S:8][C@H:3]12.[CH2:16](N(CC)CC)C.[NH2:23][C:24]1[S:25][CH:26]=[C:27](/[C:29](=[N:43]/[O:44]C(C2C=CC=CC=2)(C2C=CC=CC=2)C2C=CC=CC=2)/[C:30](O[C:33]2[C:38]3N=C(S)S[C:37]=3[CH:36]=[CH:35][CH:34]=2)=[O:31])[N:28]=1. Product: [CH:5]1([NH:4][CH2:14][CH2:2][NH:1][CH:33]2[CH2:38][CH2:37][CH2:36][CH2:35][CH2:34]2)[CH2:6][CH2:9][CH2:10][CH2:16][CH2:11]1.[NH2:23][C:24]1[S:25][CH:26]=[C:27](/[C:29](=[N:43]/[OH:44])/[C:30]([NH:1][C@@H:2]2[C:14](=[O:15])[N:4]3[C:5]([C:11]([OH:13])=[O:12])=[C:6]([CH:9]=[CH2:10])[CH2:7][S:8][C@H:3]23)=[O:31])[N:28]=1. The catalyst class is: 30. (4) Reactant: [S:1]1[C:5]2[CH:6]=[CH:7][CH:8]=[CH:9][C:4]=2[CH:3]=[C:2]1[C:10]([NH:12][C:13]1[N:21]=[CH:20][CH:19]=[CH:18][C:14]=1[C:15](O)=[O:16])=[O:11].C(Cl)CCl.[NH3:26]. Product: [S:1]1[C:5]2[CH:6]=[CH:7][CH:8]=[CH:9][C:4]=2[CH:3]=[C:2]1[C:10]([NH:12][C:13]1[N:21]=[CH:20][CH:19]=[CH:18][C:14]=1[C:15]([NH2:26])=[O:16])=[O:11]. The catalyst class is: 166. (5) Reactant: [Cl:1][C:2]1[CH:10]=[CH:9][CH:8]=[C:7]2[C:3]=1[C:4]([C:15]([OH:17])=O)=[CH:5][N:6]2[CH2:11][CH2:12][O:13][CH3:14].[NH2:18][CH2:19][C@:20]1([OH:27])[CH2:25][CH2:24][CH2:23][C@H:22]([CH3:26])[CH2:21]1.C(Cl)CCl.N1(O)C2C=CC=CC=2N=N1.CCN(C(C)C)C(C)C. Product: [OH:27][C@@:20]1([CH2:19][NH:18][C:15]([C:4]2[C:3]3[C:7](=[CH:8][CH:9]=[CH:10][C:2]=3[Cl:1])[N:6]([CH2:11][CH2:12][O:13][CH3:14])[CH:5]=2)=[O:17])[CH2:25][CH2:24][CH2:23][C@H:22]([CH3:26])[CH2:21]1. The catalyst class is: 1. (6) Reactant: [CH:1]([O:4][C:5]([CH:7]([NH2:17])[CH:8]([CH2:13][CH:14]([CH3:16])[CH3:15])[CH2:9][C:10]([OH:12])=[O:11])=[O:6])([CH3:3])[CH3:2].C(N(CC)CC)C. Product: [CH:1]([O:4][C:5]([CH:7]([NH2:17])[C@@H:8]([CH2:13][CH:14]([CH3:16])[CH3:15])[CH2:9][C:10]([OH:12])=[O:11])=[O:6])([CH3:3])[CH3:2]. The catalyst class is: 657. (7) Reactant: [O:1]1[CH2:6][CH2:5][CH:4]([C:7]2[CH:8]=[C:9]([NH2:13])[CH:10]=[N:11][CH:12]=2)[CH2:3][CH2:2]1.Cl[C:15]1[C:24]2[C:19](=[CH:20][C:21]([F:26])=[CH:22][C:23]=2[F:25])[N:18]=[C:17]([C:27]2[CH:32]=[CH:31][CH:30]=[CH:29][N:28]=2)[C:16]=1[CH3:33].C1(P(C2CCCCC2)C2(C(C)C)CC(C(C)C)=CC(C(C)C)=C2C2C=CC=CC=2)CCCCC1.CC(C1C=C(C(C)C)C(C2C=CC=CC=2P(C2CCCCC2)C2CCCCC2)=C(C(C)C)C=1)C.CC(C)([O-])C.[Na+]. Product: [F:25][C:23]1[CH:22]=[C:21]([F:26])[CH:20]=[C:19]2[C:24]=1[C:15]([NH:13][C:9]1[CH:10]=[N:11][CH:12]=[C:7]([CH:4]3[CH2:5][CH2:6][O:1][CH2:2][CH2:3]3)[CH:8]=1)=[C:16]([CH3:33])[C:17]([C:27]1[CH:32]=[CH:31][CH:30]=[CH:29][N:28]=1)=[N:18]2. The catalyst class is: 491. (8) Reactant: [CH2:1]([O:3][C:4]([C:6]1[N:11]=[CH:10][C:9]2[N:12]=[C:13]([C:15]([CH3:18])([CH3:17])[CH3:16])[S:14][C:8]=2[C:7]=1[OH:19])=[O:5])[CH3:2].[Br:20]NC(=O)CCC(N)=O.C(OOC(=O)C1C=CC=CC=1)(=O)C1C=CC=CC=1. Product: [CH2:1]([O:3][C:4]([C:6]1[N:11]=[C:10]([Br:20])[C:9]2[N:12]=[C:13]([C:15]([CH3:18])([CH3:17])[CH3:16])[S:14][C:8]=2[C:7]=1[OH:19])=[O:5])[CH3:2]. The catalyst class is: 53. (9) Reactant: [N:1]([CH2:4][C@@H:5]1[C@H:9]([F:10])[CH2:8][N:7]([C:11]([O:13][CH2:14][C:15]2[CH:20]=[CH:19][CH:18]=[CH:17][CH:16]=2)=[O:12])[CH2:6]1)=[N+]=[N-].[H][H]. Product: [NH2:1][CH2:4][C@@H:5]1[C@H:9]([F:10])[CH2:8][N:7]([C:11]([O:13][CH2:14][C:15]2[CH:20]=[CH:19][CH:18]=[CH:17][CH:16]=2)=[O:12])[CH2:6]1. The catalyst class is: 810. (10) Reactant: [O-]S(C(F)(F)F)(=O)=O.[Yb+3].[O-]S(C(F)(F)F)(=O)=O.[O-]S(C(F)(F)F)(=O)=O.[F:26][C:27]([F:36])([F:35])[C:28]1[CH:29]=[C:30]([CH:32]=[CH:33][CH:34]=1)[NH2:31].[C:37]1(=O)[CH2:42][CH2:41][CH2:40][C:39](=[O:43])[CH2:38]1.CO. Product: [F:26][C:27]([F:35])([F:36])[C:28]1[CH:29]=[C:30]([NH:31][C:37]2[CH2:42][CH2:41][CH2:40][C:39](=[O:43])[CH:38]=2)[CH:32]=[CH:33][CH:34]=1. The catalyst class is: 6.